This data is from Peptide-MHC class I binding affinity with 185,985 pairs from IEDB/IMGT. The task is: Regression. Given a peptide amino acid sequence and an MHC pseudo amino acid sequence, predict their binding affinity value. This is MHC class I binding data. (1) The peptide sequence is HSFEEMYRH. The MHC is HLA-A11:01 with pseudo-sequence HLA-A11:01. The binding affinity (normalized) is 0.252. (2) The peptide sequence is MQWLTQYYI. The MHC is HLA-A23:01 with pseudo-sequence HLA-A23:01. The binding affinity (normalized) is 0.644.